Task: Regression. Given a peptide amino acid sequence and an MHC pseudo amino acid sequence, predict their binding affinity value. This is MHC class II binding data.. Dataset: Peptide-MHC class II binding affinity with 134,281 pairs from IEDB (1) The binding affinity (normalized) is 0.0110. The peptide sequence is MGDVAWDFSSAGGFF. The MHC is DRB1_0405 with pseudo-sequence DRB1_0405. (2) The peptide sequence is DPVKLVKMWEDEVKD. The MHC is DRB1_0401 with pseudo-sequence DRB1_0401. The binding affinity (normalized) is 0.116. (3) The peptide sequence is KKPVKLASIVKASFEEG. The MHC is DRB1_0404 with pseudo-sequence DRB1_0404. The binding affinity (normalized) is 0.733.